From a dataset of NCI-60 drug combinations with 297,098 pairs across 59 cell lines. Regression. Given two drug SMILES strings and cell line genomic features, predict the synergy score measuring deviation from expected non-interaction effect. (1) Drug 1: CN(CC1=CN=C2C(=N1)C(=NC(=N2)N)N)C3=CC=C(C=C3)C(=O)NC(CCC(=O)O)C(=O)O. Drug 2: CC(C)NC(=O)C1=CC=C(C=C1)CNNC.Cl. Cell line: RXF 393. Synergy scores: CSS=1.95, Synergy_ZIP=-3.42, Synergy_Bliss=-3.12, Synergy_Loewe=-10.5, Synergy_HSA=-4.79. (2) Drug 1: CC1=C2C(C(=O)C3(C(CC4C(C3C(C(C2(C)C)(CC1OC(=O)C(C(C5=CC=CC=C5)NC(=O)OC(C)(C)C)O)O)OC(=O)C6=CC=CC=C6)(CO4)OC(=O)C)OC)C)OC. Drug 2: CS(=O)(=O)CCNCC1=CC=C(O1)C2=CC3=C(C=C2)N=CN=C3NC4=CC(=C(C=C4)OCC5=CC(=CC=C5)F)Cl. Cell line: HL-60(TB). Synergy scores: CSS=87.1, Synergy_ZIP=18.5, Synergy_Bliss=16.3, Synergy_Loewe=-34.4, Synergy_HSA=12.1. (3) Drug 1: CCC1=C2CN3C(=CC4=C(C3=O)COC(=O)C4(CC)O)C2=NC5=C1C=C(C=C5)O. Drug 2: C1CN(P(=O)(OC1)NCCCl)CCCl. Cell line: U251. Synergy scores: CSS=29.0, Synergy_ZIP=3.53, Synergy_Bliss=3.56, Synergy_Loewe=-37.5, Synergy_HSA=1.41. (4) Drug 1: COC1=C(C=C2C(=C1)N=CN=C2NC3=CC(=C(C=C3)F)Cl)OCCCN4CCOCC4. Drug 2: CCCCC(=O)OCC(=O)C1(CC(C2=C(C1)C(=C3C(=C2O)C(=O)C4=C(C3=O)C=CC=C4OC)O)OC5CC(C(C(O5)C)O)NC(=O)C(F)(F)F)O. Cell line: HL-60(TB). Synergy scores: CSS=5.91, Synergy_ZIP=-3.85, Synergy_Bliss=-5.73, Synergy_Loewe=-3.20, Synergy_HSA=-4.00. (5) Drug 1: CN1CCC(CC1)COC2=C(C=C3C(=C2)N=CN=C3NC4=C(C=C(C=C4)Br)F)OC. Drug 2: CC1=C(C=C(C=C1)NC(=O)C2=CC=C(C=C2)CN3CCN(CC3)C)NC4=NC=CC(=N4)C5=CN=CC=C5. Cell line: PC-3. Synergy scores: CSS=14.7, Synergy_ZIP=12.7, Synergy_Bliss=11.2, Synergy_Loewe=1.75, Synergy_HSA=9.80. (6) Drug 1: C1=CC(=CC=C1CC(C(=O)O)N)N(CCCl)CCCl.Cl. Drug 2: C1CC(=O)NC(=O)C1N2C(=O)C3=CC=CC=C3C2=O. Cell line: SK-MEL-5. Synergy scores: CSS=9.11, Synergy_ZIP=-0.650, Synergy_Bliss=-0.924, Synergy_Loewe=-10.8, Synergy_HSA=-6.14. (7) Drug 1: C1=CN(C(=O)N=C1N)C2C(C(C(O2)CO)O)O.Cl. Drug 2: CC1=C(C=C(C=C1)NC(=O)C2=CC=C(C=C2)CN3CCN(CC3)C)NC4=NC=CC(=N4)C5=CN=CC=C5. Cell line: SNB-19. Synergy scores: CSS=22.3, Synergy_ZIP=-5.52, Synergy_Bliss=-2.44, Synergy_Loewe=-20.8, Synergy_HSA=-4.35. (8) Drug 1: CS(=O)(=O)C1=CC(=C(C=C1)C(=O)NC2=CC(=C(C=C2)Cl)C3=CC=CC=N3)Cl. Drug 2: CN(C(=O)NC(C=O)C(C(C(CO)O)O)O)N=O. Cell line: IGROV1. Synergy scores: CSS=-3.30, Synergy_ZIP=-0.933, Synergy_Bliss=-9.22, Synergy_Loewe=-9.24, Synergy_HSA=-9.34. (9) Cell line: MALME-3M. Drug 1: C1=NC2=C(N1)C(=S)N=C(N2)N. Drug 2: CC1=C(C(=CC=C1)Cl)NC(=O)C2=CN=C(S2)NC3=CC(=NC(=N3)C)N4CCN(CC4)CCO. Synergy scores: CSS=8.80, Synergy_ZIP=-1.86, Synergy_Bliss=1.85, Synergy_Loewe=-5.40, Synergy_HSA=-4.75.